This data is from Full USPTO retrosynthesis dataset with 1.9M reactions from patents (1976-2016). The task is: Predict the reactants needed to synthesize the given product. (1) The reactants are: [C:1]([OH:8])(=[O:7])/[CH:2]=[CH:3]/[C:4]([OH:6])=[O:5].[CH:9]1([C:12]2[N:17]=[C:16]([N:18]3[CH2:24][CH2:23][CH2:22][CH2:21][CH2:20][CH2:19]3)[CH:15]=[C:14]([N:25]3[CH2:28][CH:27]([F:29])[CH2:26]3)[N:13]=2)[CH2:11][CH2:10]1. Given the product [C:1]([OH:8])(=[O:7])/[CH:2]=[CH:3]/[C:4]([OH:6])=[O:5].[NH:18]1[CH2:24][CH2:23][CH2:22][CH2:21][CH2:20][CH2:19]1.[C:1]([OH:8])(=[O:7])/[CH:2]=[CH:3]/[C:4]([OH:6])=[O:5].[CH:9]1([C:12]2[N:17]=[C:16]([N:18]3[CH2:24][CH2:23][CH2:22][CH2:21][CH2:20][CH2:19]3)[CH:15]=[C:14]([N:25]3[CH2:26][CH:27]([F:29])[CH2:28]3)[N:13]=2)[CH2:11][CH2:10]1, predict the reactants needed to synthesize it. (2) Given the product [CH:17]([O:16][C:14]([N:7]1[C:6]2[C:12](=[CH:2][C:3]3[CH2:20][CH2:23][CH2:25][C:4]=3[CH:5]=2)[C:11](=[O:13])[CH2:10][CH2:9][CH2:8]1)=[O:15])([CH3:19])[CH3:18], predict the reactants needed to synthesize it. The reactants are: F[C:2]1[C:12]2[C:11](=[O:13])[CH2:10][CH2:9][CH2:8][N:7]([C:14]([O:16][CH:17]([CH3:19])[CH3:18])=[O:15])[C:6]=2[CH:5]=[CH:4][C:3]=1[CH3:20].CO[C:23]([C:25]1C=C2C(=CC=1N)CCC2)=O. (3) Given the product [N:15]1[CH:12]=[CH:13][C:4]([C:5]2[CH:36]=[C:35]([OH:41])[CH:40]=[CH:39][C:38]=2[C:26]([C:28]2[CH:33]=[CH:32][CH:31]=[CH:30][CH:29]=2)=[O:46])=[CH:3][CH:2]=1, predict the reactants needed to synthesize it. The reactants are: [Li][CH2:2][CH2:3][CH2:4][CH3:5].CCCCCC.[CH:12]([NH:15]C(C)C)(C)[CH3:13].N1C=CC(C)=CC=1.[C:26]([C:28]1[CH:33]=[CH:32][CH:31]=[CH:30][C:29]=1O)#N.[C:35]1([OH:41])[CH:40]=[CH:39][CH:38]=C[CH:36]=1.[NH4+].[Cl-].CC[O:46]C(C)=O. (4) Given the product [N:70]1[CH:71]=[CH:72][CH:73]=[CH:74][C:69]=1[C:2]1[CH:7]=[N:6][C:5]([N:8]2[CH2:12][C@H:11]([S:13][C:14]([C:21]3[CH:26]=[CH:25][CH:24]=[CH:23][CH:22]=3)([C:15]3[CH:20]=[CH:19][CH:18]=[CH:17][CH:16]=3)[C:27]3[CH:28]=[CH:29][CH:30]=[CH:31][CH:32]=3)[CH2:10][C@H:9]2[CH2:33][O:34][CH2:35][C:36]2[CH:41]=[C:40]([F:42])[C:39]([F:43])=[CH:38][C:37]=2[F:44])=[N:4][CH:3]=1, predict the reactants needed to synthesize it. The reactants are: Br[C:2]1[CH:3]=[N:4][C:5]([N:8]2[CH2:12][C@H:11]([S:13][C:14]([C:27]3[CH:32]=[CH:31][CH:30]=[CH:29][CH:28]=3)([C:21]3[CH:26]=[CH:25][CH:24]=[CH:23][CH:22]=3)[C:15]3[CH:20]=[CH:19][CH:18]=[CH:17][CH:16]=3)[CH2:10][C@H:9]2[CH2:33][O:34][CH2:35][C:36]2[CH:41]=[C:40]([F:42])[C:39]([F:43])=[CH:38][C:37]=2[F:44])=[N:6][CH:7]=1.B1(B2OC(C)(C)C(C)(C)O2)OC(C)(C)C(C)(C)O1.C([O-])(=O)C.[K+].Br[C:69]1[CH:74]=[CH:73][CH:72]=[CH:71][N:70]=1.C([O-])([O-])=O.[Na+].[Na+]. (5) Given the product [N+:2]([C:5]1[CH:6]=[CH:7][C:8]([CH2:9][NH:10][C:18](=[O:22])[C:19]([CH3:21])=[CH2:20])=[CH:11][CH:12]=1)([O-:4])=[O:3], predict the reactants needed to synthesize it. The reactants are: Cl.[N+:2]([C:5]1[CH:12]=[CH:11][C:8]([CH2:9][NH2:10])=[CH:7][CH:6]=1)([O-:4])=[O:3].C(=O)([O-])O.[Na+].[C:18](Cl)(=[O:22])[C:19]([CH3:21])=[CH2:20]. (6) Given the product [CH3:10][O:9][C:7]1[CH:6]=[C:5]([C:11]([C@@H:13]2[C@:22]3([CH3:23])[C@H:17]([C:18]([CH3:25])([CH3:24])[CH2:19][CH2:20][CH2:21]3)[CH2:16][C:15](=[O:26])[C@H:14]2[CH3:27])=[O:12])[CH:4]=[C:3]([O:2][CH3:1])[CH:8]=1, predict the reactants needed to synthesize it. The reactants are: [CH3:1][O:2][C:3]1[CH:4]=[C:5]([C:11]([C@@H:13]2[C@:22]3([CH3:23])[C@H:17]([C:18]([CH3:25])([CH3:24])[CH2:19][CH2:20][CH2:21]3)[CH2:16][C:15](=[O:26])[C@@H:14]2[CH3:27])=[O:12])[CH:6]=[C:7]([O:9][CH3:10])[CH:8]=1.[OH-].[Na+]. (7) Given the product [Cl:22][C:23]1[N:28]=[C:27]([O:19][C:16]2[CH:17]=[CH:18][C:13]([NH2:12])=[C:14]([F:21])[C:15]=2[F:20])[CH:26]=[CH:25][N:24]=1, predict the reactants needed to synthesize it. The reactants are: C1CCN2C(=NCCC2)CC1.[NH2:12][C:13]1[CH:18]=[CH:17][C:16]([OH:19])=[C:15]([F:20])[C:14]=1[F:21].[Cl:22][C:23]1[N:28]=[C:27](Cl)[CH:26]=[CH:25][N:24]=1.